This data is from Experimentally validated miRNA-target interactions with 360,000+ pairs, plus equal number of negative samples. The task is: Binary Classification. Given a miRNA mature sequence and a target amino acid sequence, predict their likelihood of interaction. (1) The miRNA is mmu-miR-599 with sequence UUGUGUCAGUUUAUCAAAC. The protein sequence of the target gene is MENSDSNDKGSDQSAAQRRSQMDRLDREEAFYQFVNNLSEEDYRLMRDNNLLGTPGESTEEELLRRLQQIKEGPPPQSPDENRAGESSDDVTNSDSIIDWLNSVRQTGNTTRSGQRGNQSWRAVSRTNPNSGDFRFSLEINVNRNNGSQTSENESEPSTRRLSVENMESSSQRQMENSASESASARPSRAERNSAEAVTEVPTTRAQRRARSRSPEHRRTRARAERSRSPLQPTSEIPRRAPTLEQSSENEPEGSSRTRHHVTLRQQISGPELLGRGLFAASGSRNPSQGTSSSDTGSNS.... Result: 0 (no interaction). (2) Result: 0 (no interaction). The miRNA is hsa-miR-663a with sequence AGGCGGGGCGCCGCGGGACCGC. The protein sequence of the target gene is MADDDPYGTGQMFHLNTALTHSIFNAELYSPEIPLSTDGPYLQILEQPKQRGFRFRYVCEGPSHGGLPGASSEKNKKSYPQVKICNYVGPAKVIVQLVTNGKNIHLHAHSLVGKHCEDGVCTVTAGPKDMVVGFANLGILHVTKKKVFETLEARMTEACIRGYNPGLLVHSDLAYLQAEGGGDRQLTDREKEIIRQAAVQQTKEMDLSVVRLMFTAFLPDSTGSFTRRLEPVVSDAIYDSKAPNASNLKIVRMDRTAGCVTGGEEIYLLCDKVQKDDIQIRFYEEEENGGVWEGFGDFSP....